From a dataset of Reaction yield outcomes from USPTO patents with 853,638 reactions. Predict the reaction yield, written as a fraction of the theoretical maximum amount of product (1.0 means a 100% yield; for example, 0.34 means a 34% yield). (1) The catalyst is C(Cl)Cl. The yield is 0.800. The reactants are [Br:1][C:2]1[CH:3]=[C:4]([O:12][CH3:13])[C:5]([Cl:11])=[C:6]([CH:10]=1)[C:7](Cl)=[O:8].Cl.[CH3:15][NH:16][O:17][CH3:18]. The product is [Br:1][C:2]1[CH:3]=[C:4]([O:12][CH3:13])[C:5]([Cl:11])=[C:6]([CH:10]=1)[C:7]([N:16]([O:17][CH3:18])[CH3:15])=[O:8]. (2) The reactants are [C:1]([O:5][C:6]([NH:8][C@H:9]([C@@H:13]([O:15][Si:16]([C:19]([CH3:22])([CH3:21])[CH3:20])([CH3:18])[CH3:17])[CH3:14])[C:10]([OH:12])=O)=[O:7])([CH3:4])([CH3:3])[CH3:2].C(N1C=CN=C1)(N1C=CN=C1)=O.[C:35]([O:41][CH2:42][CH3:43])(=[O:40])[CH2:36]C([O-])=O.[K+].[Cl-].[Mg+2].[Cl-].Cl. The catalyst is C1COCC1. The product is [C:1]([O:5][C:6]([NH:8][C@H:9]([C@@H:13]([O:15][Si:16]([C:19]([CH3:22])([CH3:21])[CH3:20])([CH3:18])[CH3:17])[CH3:14])[C:10](=[O:12])[CH2:36][C:35]([O:41][CH2:42][CH3:43])=[O:40])=[O:7])([CH3:2])([CH3:3])[CH3:4]. The yield is 0.650. (3) The reactants are [O:1]=[C:2]1[C:11]2[CH2:10][CH2:9][CH2:8][CH2:7][C:6]=2[NH:5][C:4]2=[C:12]([C:15]#[N:16])[CH:13]=[N:14][N:3]12.C(=O)([O-])[O-].[K+].[K+].[I-].[Na+].[CH2:25](Br)[C:26]1[CH:31]=[CH:30][CH:29]=[CH:28][CH:27]=1. The catalyst is CN(C=O)C.O. The product is [CH2:25]([N:5]1[C:6]2[CH2:7][CH2:8][CH2:9][CH2:10][C:11]=2[C:2](=[O:1])[N:3]2[N:14]=[CH:13][C:12]([C:15]#[N:16])=[C:4]12)[C:26]1[CH:31]=[CH:30][CH:29]=[CH:28][CH:27]=1. The yield is 0.350. (4) The reactants are [Cl:1][C:2]([F:13])([F:12])[C:3]1[CH:8]=[CH:7][C:6]([CH:9](Cl)[CH3:10])=[CH:5][N:4]=1.[CH3:14][S-:15].[Na+]. The catalyst is C(O)C. The product is [Cl:1][C:2]([F:13])([F:12])[C:3]1[CH:8]=[CH:7][C:6]([CH:9]([S:15][CH3:14])[CH3:10])=[CH:5][N:4]=1. The yield is 0.400. (5) The reactants are C([Li])CCC.Br[C:7]1[CH:12]=[CH:11][C:10]([C:13]2[CH:18]=[CH:17][C:16]([C:19]([F:22])([F:21])[F:20])=[CH:15][CH:14]=2)=[CH:9][CH:8]=1.[F:23][C:24]([F:30])([F:29])[CH2:25][CH2:26][CH:27]=[O:28].[NH4+].[Cl-]. The catalyst is C1COCC1. The product is [F:23][C:24]([F:30])([F:29])[CH2:25][CH2:26][CH:27]([C:7]1[CH:12]=[CH:11][C:10]([C:13]2[CH:18]=[CH:17][C:16]([C:19]([F:22])([F:21])[F:20])=[CH:15][CH:14]=2)=[CH:9][CH:8]=1)[OH:28]. The yield is 0.670. (6) The reactants are [OH:1][C:2]1[C:3](=[O:15])[CH:4]=[C:5]([CH2:8][N:9]2[CH2:14][CH2:13][O:12][CH2:11][CH2:10]2)[O:6][CH:7]=1.C([O-])([O-])=O.[Cs+].[Cs+].Br[CH2:23][C:24]1[CH:45]=[CH:44][CH:43]=[CH:42][C:25]=1[CH2:26][S:27][C:28]1[C:37]2[C:32](=[CH:33][C:34]([C:38]([F:41])([F:40])[F:39])=[CH:35][CH:36]=2)[N:31]=[CH:30][CH:29]=1.O. The catalyst is CN(C=O)C. The product is [F:41][C:38]([F:39])([F:40])[C:34]1[CH:33]=[C:32]2[C:37]([C:28]([S:27][CH2:26][C:25]3[CH:42]=[CH:43][CH:44]=[CH:45][C:24]=3[CH2:23][O:1][C:2]3[C:3](=[O:15])[CH:4]=[C:5]([CH2:8][N:9]4[CH2:14][CH2:13][O:12][CH2:11][CH2:10]4)[O:6][CH:7]=3)=[CH:29][CH:30]=[N:31]2)=[CH:36][CH:35]=1. The yield is 0.640. (7) The reactants are [Cl:1][C:2]1[CH:7]=[CH:6][C:5]([S:8]([NH:11][C:12]2[CH:20]=[C:19]([O:21][CH3:22])[C:18]([O:23][CH3:24])=[CH:17][C:13]=2[C:14](O)=[O:15])(=[O:10])=[O:9])=[CH:4][CH:3]=1.P(Cl)(Cl)(Cl)(Cl)[Cl:26]. The catalyst is C1(C)C=CC=CC=1. The product is [Cl:1][C:2]1[CH:7]=[CH:6][C:5]([S:8]([NH:11][C:12]2[CH:20]=[C:19]([O:21][CH3:22])[C:18]([O:23][CH3:24])=[CH:17][C:13]=2[C:14]([Cl:26])=[O:15])(=[O:10])=[O:9])=[CH:4][CH:3]=1. The yield is 0.930. (8) The reactants are Br[CH2:2][C:3]1[NH:8][C:7]([C:9]2[S:10][CH:11]=[CH:12][N:13]=2)=[N:6][CH:5]([C:14]2[CH:19]=[CH:18][C:17]([F:20])=[CH:16][C:15]=2[Cl:21])[C:4]=1[C:22]([O:24][CH2:25][CH3:26])=[O:23].Cl.[CH3:28][C:29]1([CH3:38])[CH2:34][NH:33][C@H:32]([C:35]([OH:37])=[O:36])[CH2:31][O:30]1. No catalyst specified. The product is [Cl:21][C:15]1[CH:16]=[C:17]([F:20])[CH:18]=[CH:19][C:14]=1[CH:5]1[N:6]=[C:7]([C:9]2[S:10][CH:11]=[CH:12][N:13]=2)[NH:8][C:3]([CH2:2][N:33]2[CH2:34][C:29]([CH3:28])([CH3:38])[O:30][CH2:31][C@H:32]2[C:35]([OH:37])=[O:36])=[C:4]1[C:22]([O:24][CH2:25][CH3:26])=[O:23]. The yield is 0.590. (9) The reactants are [CH3:1][C:2]1([CH3:14])[CH:11]=[CH:10][C:9]2[C:4](=[CH:5][CH:6]=[C:7]([C:12]#[N:13])[CH:8]=2)[O:3]1.C(O)C.N. The catalyst is CO.[Ni]. The product is [NH2:13][CH2:12][C:7]1[CH:8]=[C:9]2[C:4](=[CH:5][CH:6]=1)[O:3][C:2]([CH3:14])([CH3:1])[CH:11]=[CH:10]2. The yield is 0.970.